This data is from NCI-60 drug combinations with 297,098 pairs across 59 cell lines. The task is: Regression. Given two drug SMILES strings and cell line genomic features, predict the synergy score measuring deviation from expected non-interaction effect. Drug 1: C1=CC(=CC=C1CCC2=CNC3=C2C(=O)NC(=N3)N)C(=O)NC(CCC(=O)O)C(=O)O. Drug 2: C1C(C(OC1N2C=NC3=C2NC=NCC3O)CO)O. Cell line: HL-60(TB). Synergy scores: CSS=26.5, Synergy_ZIP=-1.35, Synergy_Bliss=-7.72, Synergy_Loewe=-30.0, Synergy_HSA=-7.51.